Dataset: Forward reaction prediction with 1.9M reactions from USPTO patents (1976-2016). Task: Predict the product of the given reaction. (1) Given the reactants [Mg].Br[CH2:3][CH2:4][CH2:5][CH2:6]Br.[CH2:8]([O:15][C:16]1[CH:21]=[CH:20][C:19]([CH2:22][CH2:23][C:24]([O:26]CC)=O)=[CH:18][CH:17]=1)[C:9]1[CH:14]=[CH:13][CH:12]=[CH:11][CH:10]=1.Cl, predict the reaction product. The product is: [CH2:8]([O:15][C:16]1[CH:17]=[CH:18][C:19]([CH2:22][CH2:23][C:24]2([OH:26])[CH2:6][CH2:5][CH2:4][CH2:3]2)=[CH:20][CH:21]=1)[C:9]1[CH:10]=[CH:11][CH:12]=[CH:13][CH:14]=1. (2) Given the reactants [O:1]1[C:9]2[CH2:8][CH2:7][NH:6][CH2:5][C:4]=2[C:3]([C:10]([N:12]2[CH2:17][CH2:16][N:15]([C:18]3[CH:23]=[CH:22][C:21]([C:24](=[O:26])[CH3:25])=[CH:20][CH:19]=3)[CH2:14][CH2:13]2)=[O:11])=[N:2]1.[C:27]1([CH3:37])[CH:32]=[CH:31][C:30]([S:33](Cl)(=[O:35])=[O:34])=[CH:29][CH:28]=1, predict the reaction product. The product is: [C:27]1([CH3:37])[CH:32]=[CH:31][C:30]([S:33]([N:6]2[CH2:7][CH2:8][C:9]3[O:1][N:2]=[C:3]([C:10]([N:12]4[CH2:17][CH2:16][N:15]([C:18]5[CH:23]=[CH:22][C:21]([C:24](=[O:26])[CH3:25])=[CH:20][CH:19]=5)[CH2:14][CH2:13]4)=[O:11])[C:4]=3[CH2:5]2)(=[O:35])=[O:34])=[CH:29][CH:28]=1. (3) Given the reactants [CH2:1]([O:8][C:9]([C:11]1[CH:20]=[C:19]([O:21]CC2C=CC=CC=2)[C:18]2[C:13](=[C:14]([O:30][CH2:31][C:32]3[CH:37]=[CH:36][CH:35]=[CH:34][CH:33]=3)[C:15](Br)=[CH:16][CH:17]=2)[N:12]=1)=[O:10])C1C=CC=CC=1.C1(C#C)C=CC=CC=1.[C:46]([NH:53][CH2:54][C:55]#[CH:56])([O:48][C:49]([CH3:52])([CH3:51])[CH3:50])=[O:47], predict the reaction product. The product is: [CH3:1][O:8][C:9]([C:11]1[CH:20]=[C:19]([OH:21])[C:18]2[C:13](=[C:14]([O:30][CH2:31][C:32]3[CH:37]=[CH:36][CH:35]=[CH:34][CH:33]=3)[C:15]([C:56]#[C:55][CH2:54][NH:53][C:46]([O:48][C:49]([CH3:50])([CH3:51])[CH3:52])=[O:47])=[CH:16][CH:17]=2)[N:12]=1)=[O:10]. (4) Given the reactants O[CH2:2][C@@H:3]1[CH2:9][C@H:8]2[C@H:6]([CH2:7]2)[CH2:5][N:4]1[C:10]([O:12][C:13]([CH3:16])([CH3:15])[CH3:14])=[O:11].C1(P(C2C=CC=CC=2)C2C=CC=CC=2)C=CC=CC=1.[C:36]1(=[O:46])[NH:40][C:39](=[O:41])[C:38]2=[CH:42][CH:43]=[CH:44][CH:45]=[C:37]12.CC(OC(/N=N/C(OC(C)C)=O)=O)C, predict the reaction product. The product is: [O:41]=[C:39]1[C:38]2[C:37](=[CH:45][CH:44]=[CH:43][CH:42]=2)[C:36](=[O:46])[N:40]1[CH2:2][C@@H:3]1[CH2:9][C@H:8]2[C@H:6]([CH2:7]2)[CH2:5][N:4]1[C:10]([O:12][C:13]([CH3:16])([CH3:15])[CH3:14])=[O:11]. (5) Given the reactants [CH2:1]([N:3]([CH2:28][CH3:29])[CH2:4][CH2:5][CH2:6][NH:7][C:8]([NH:10][C:11]1[CH:16]=[C:15]([O:17][C:18]2[CH:23]=[CH:22][C:21]([N+:24]([O-])=O)=[CH:20][C:19]=2[CH3:27])[CH:14]=[CH:13][N:12]=1)=[O:9])[CH3:2].[Cl-].[NH4+].O.C(OCC)(=O)C, predict the reaction product. The product is: [NH2:24][C:21]1[CH:22]=[CH:23][C:18]([O:17][C:15]2[CH:14]=[CH:13][N:12]=[C:11]([NH:10][C:8]([NH:7][CH2:6][CH2:5][CH2:4][N:3]([CH2:28][CH3:29])[CH2:1][CH3:2])=[O:9])[CH:16]=2)=[C:19]([CH3:27])[CH:20]=1. (6) Given the reactants [Br:1][C:2]1[CH:3]=[CH:4][C:5]([C:8]2[CH2:12][C@@H:11]([CH2:13][NH2:14])[O:10][N:9]=2)=[N:6][CH:7]=1.C(=O)(O)[O-].[Na+].[C:20](O[C:20]([O:22][C:23]([CH3:26])([CH3:25])[CH3:24])=[O:21])([O:22][C:23]([CH3:26])([CH3:25])[CH3:24])=[O:21].O, predict the reaction product. The product is: [Br:1][C:2]1[CH:3]=[CH:4][C:5]([C:8]2[CH2:12][CH:11]([CH2:13][NH:14][C:20](=[O:21])[O:22][C:23]([CH3:26])([CH3:25])[CH3:24])[O:10][N:9]=2)=[N:6][CH:7]=1. (7) Given the reactants [Cl:1][C:2]1[CH:17]=[C:16]([NH:18][C:19]2[C:20]3[N:27]([CH2:28][CH2:29][OH:30])[CH:26]=[CH:25][C:21]=3[N:22]=[CH:23][N:24]=2)[CH:15]=[CH:14][C:3]=1[O:4][C:5]1[CH:6]=[C:7]([CH:11]=[CH:12][CH:13]=1)[C:8]([OH:10])=O.[CH3:31][C:32]([NH2:41])([CH3:40])[CH2:33][N:34]1[CH2:39][CH2:38][CH2:37][CH2:36][CH2:35]1.[ClH:42].C(N=C=NCCCN(C)C)C.ON1C2C=CC=CC=2N=N1, predict the reaction product. The product is: [ClH:1].[ClH:42].[Cl:1][C:2]1[CH:17]=[C:16]([NH:18][C:19]2[C:20]3[N:27]([CH2:28][CH2:29][OH:30])[CH:26]=[CH:25][C:21]=3[N:22]=[CH:23][N:24]=2)[CH:15]=[CH:14][C:3]=1[O:4][C:5]1[CH:6]=[C:7]([CH:11]=[CH:12][CH:13]=1)[C:8]([NH:41][C:32]([CH3:40])([CH3:31])[CH2:33][N:34]1[CH2:39][CH2:38][CH2:37][CH2:36][CH2:35]1)=[O:10].